Dataset: Reaction yield outcomes from USPTO patents with 853,638 reactions. Task: Predict the reaction yield, written as a fraction of the theoretical maximum amount of product (1.0 means a 100% yield; for example, 0.34 means a 34% yield). The reactants are [F:1][C:2]1[CH:3]=[C:4]([OH:11])[CH:5]=[CH:6][C:7]=1[N+:8]([O-:10])=[O:9].[F:12][C:13]([F:26])([F:25])[S:14](O[S:14]([C:13]([F:26])([F:25])[F:12])(=[O:16])=[O:15])(=[O:16])=[O:15].C(N(CC)CC)C. The catalyst is C(Cl)Cl. The product is [F:1][C:2]1[CH:3]=[C:4]([O:11][S:14]([C:13]([F:26])([F:25])[F:12])(=[O:16])=[O:15])[CH:5]=[CH:6][C:7]=1[N+:8]([O-:10])=[O:9]. The yield is 0.560.